This data is from Full USPTO retrosynthesis dataset with 1.9M reactions from patents (1976-2016). The task is: Predict the reactants needed to synthesize the given product. (1) Given the product [CH2:1]([O:3][C:4]([N:6]1[CH2:11][CH2:10][N:9]([C:12](=[O:42])[C@@H:13]([NH:23][C:24]([C:26]2[CH:30]=[C:29]([O:31][CH2:32][C:33]([N:67]3[CH2:68][C:69]([F:72])([F:71])[CH2:70][C@H:66]3[C:64]([O:63][CH3:62])=[O:65])=[O:34])[N:28]([C:36]3[CH:37]=[CH:38][CH:39]=[CH:40][CH:41]=3)[N:27]=2)=[O:25])[CH2:14][CH2:15][C:16]([O:18][C:19]([CH3:22])([CH3:21])[CH3:20])=[O:17])[CH2:8][CH2:7]1)=[O:5])[CH3:2], predict the reactants needed to synthesize it. The reactants are: [CH2:1]([O:3][C:4]([N:6]1[CH2:11][CH2:10][N:9]([C:12](=[O:42])[C@@H:13]([NH:23][C:24]([C:26]2[CH:30]=[C:29]([O:31][CH2:32][C:33](O)=[O:34])[N:28]([C:36]3[CH:41]=[CH:40][CH:39]=[CH:38][CH:37]=3)[N:27]=2)=[O:25])[CH2:14][CH2:15][C:16]([O:18][C:19]([CH3:22])([CH3:21])[CH3:20])=[O:17])[CH2:8][CH2:7]1)=[O:5])[CH3:2].C1C=NC2N(O)N=NC=2C=1.CCN(C(C)C)C(C)C.[CH3:62][O:63][C:64]([C@@H:66]1[CH2:70][C:69]([F:72])([F:71])[CH2:68][NH:67]1)=[O:65]. (2) Given the product [CH2:1]([O:3][C:4]([C:6]1[CH:7]=[N:8][N:9]([C@H:17]([C:11]2[CH:16]=[CH:15][CH:14]=[CH:13][CH:12]=2)[CH3:18])[CH:10]=1)=[O:5])[CH3:2], predict the reactants needed to synthesize it. The reactants are: [CH2:1]([O:3][C:4]([C:6]1[CH:7]=[N:8][NH:9][CH:10]=1)=[O:5])[CH3:2].[C:11]1([C@H:17](O)[CH3:18])[CH:16]=[CH:15][CH:14]=[CH:13][CH:12]=1.C1(P(C2C=CC=CC=2)C2C=CC=CC=2)C=CC=CC=1.N(C(OC(C)C)=O)=NC(OC(C)C)=O. (3) Given the product [ClH:37].[NH2:1][CH:2]([CH:34]([CH3:35])[CH3:36])[C:3]([O:5][CH2:6][C@@H:7]1[C@@H:11]([OH:12])[CH2:10][C@H:9]([N:13]2[CH:18]=[C:17]3[CH:19]=[C:20]([C:22]4[CH:23]=[CH:24][C:25]([CH2:28][CH2:29][CH2:30][CH2:31][CH3:32])=[CH:26][CH:27]=4)[O:21][C:16]3=[N:15][C:14]2=[O:33])[O:8]1)=[O:4], predict the reactants needed to synthesize it. The reactants are: [NH2:1][C@@H:2]([CH:34]([CH3:36])[CH3:35])[C:3]([O:5][CH2:6][C@@H:7]1[C@@H:11]([OH:12])[CH2:10][C@H:9]([N:13]2[CH:18]=[C:17]3[CH:19]=[C:20]([C:22]4[CH:27]=[CH:26][C:25]([CH2:28][CH2:29][CH2:30][CH2:31][CH3:32])=[CH:24][CH:23]=4)[O:21][C:16]3=[N:15][C:14]2=[O:33])[O:8]1)=[O:4].[ClH:37].CC(O)C. (4) Given the product [Cl:19][C:5]1[CH:4]=[CH:3][C:2]([NH:1][S:25]([C:21]2[S:20][CH:24]=[CH:23][CH:22]=2)(=[O:27])=[O:26])=[C:10]2[C:6]=1[CH:7]=[C:8]([C:14]([O:16][CH2:17][CH3:18])=[O:15])[N:9]2[CH2:11][O:12][CH3:13], predict the reactants needed to synthesize it. The reactants are: [NH2:1][C:2]1[CH:3]=[CH:4][C:5]([Cl:19])=[C:6]2[C:10]=1[N:9]([CH2:11][O:12][CH3:13])[C:8]([C:14]([O:16][CH2:17][CH3:18])=[O:15])=[CH:7]2.[S:20]1[CH:24]=[CH:23][CH:22]=[C:21]1[S:25](Cl)(=[O:27])=[O:26]. (5) Given the product [CH3:6][C:7]1[N:8]([C:13]2[N:18]=[CH:17][C:16]([C:19]3[CH:20]=[CH:21][C:22]([C:25]([C:30]4[N:35]=[CH:34][C:33]([C:36]5[N:41]=[N:40][C:39]([C:42]([OH:44])([CH3:1])[CH3:43])=[CH:38][CH:37]=5)=[CH:32][CH:31]=4)([CH3:29])[CH:26]([CH3:27])[CH3:28])=[CH:23][CH:24]=3)=[CH:15][N:14]=2)[C:9]([CH3:12])=[CH:10][CH:11]=1, predict the reactants needed to synthesize it. The reactants are: [CH3:1][Mg]Br.[Cl-].[Li+].[CH3:6][C:7]1[N:8]([C:13]2[N:18]=[CH:17][C:16]([C:19]3[CH:24]=[CH:23][C:22]([C:25]([C:30]4[N:35]=[CH:34][C:33]([C:36]5[N:41]=[N:40][C:39]([C:42](=[O:44])[CH3:43])=[CH:38][CH:37]=5)=[CH:32][CH:31]=4)([CH3:29])[CH:26]([CH3:28])[CH3:27])=[CH:21][CH:20]=3)=[CH:15][N:14]=2)[C:9]([CH3:12])=[CH:10][CH:11]=1. (6) Given the product [CH3:9][O:8][C:7]1[CH:10]=[CH:11][C:3]([CH:2]=[O:1])=[CH:4][C:5]=1[O:6][CH2:16][CH2:15][CH2:14][C:13]#[CH:12], predict the reactants needed to synthesize it. The reactants are: [O:1]=[CH:2][C:3]1[CH:11]=[CH:10][C:7]([O:8][CH3:9])=[C:5]([OH:6])[CH:4]=1.[CH3:12][C:13]1C=C[C:16](S(OCCCC#C)(=O)=O)=[CH:15][CH:14]=1.